Predict the reactants needed to synthesize the given product. From a dataset of Full USPTO retrosynthesis dataset with 1.9M reactions from patents (1976-2016). Given the product [ClH:28].[O:8]=[C:9]1[NH:18][C:17]2[N:16]=[CH:15][C:14](/[CH:19]=[CH:20]/[C:21]([OH:23])=[O:22])=[CH:13][C:12]=2[CH2:11][CH2:10]1, predict the reactants needed to synthesize it. The reactants are: FC(F)(F)C(O)=O.[O:8]=[C:9]1[NH:18][C:17]2[N:16]=[CH:15][C:14](/[CH:19]=[CH:20]/[C:21]([O:23]C(C)(C)C)=[O:22])=[CH:13][C:12]=2[CH2:11][CH2:10]1.[Cl:28]CCl.